Dataset: Forward reaction prediction with 1.9M reactions from USPTO patents (1976-2016). Task: Predict the product of the given reaction. Given the reactants [Br:1][C:2]1[CH:7]=[CH:6][C:5]([C:8]2[O:12][C:11]([NH:13][C:14]3[CH:15]=[CH:16][CH:17]=[C:18]4[C:23]=3[CH2:22][C:21](=[O:24])[CH2:20][CH2:19]4)=[N:10][CH:9]=2)=[CH:4][CH:3]=1.FC(F)(F)C1C=CC(C2OC(NC3C=CC=C4C=3CC(=O)CC4)=NC=2)=CC=1, predict the reaction product. The product is: [Br:1][C:2]1[CH:7]=[CH:6][C:5]([C:8]2[O:12][C:11]([NH:13][C:14]3[CH:15]=[CH:16][CH:17]=[C:18]4[C:23]=3[CH2:22][CH:21]([OH:24])[CH2:20][CH2:19]4)=[N:10][CH:9]=2)=[CH:4][CH:3]=1.